Task: Predict the reaction yield, written as a fraction of the theoretical maximum amount of product (1.0 means a 100% yield; for example, 0.34 means a 34% yield).. Dataset: Reaction yield outcomes from USPTO patents with 853,638 reactions (1) The reactants are [CH3:1][O:2][C:3]1[C:14]([N+:15]([O-:17])=[O:16])=[CH:13][C:6]2[NH:7][C:8](=[O:12])[CH2:9][NH:10][CH2:11][C:5]=2[CH:4]=1.C(N(CC)C(C)C)(C)C.[C:27](Cl)(=[O:29])[CH3:28].C(O)(=O)CC(CC(O)=O)(C(O)=O)O. The catalyst is ClCCl. The product is [C:27]([N:10]1[CH2:11][C:5]2[CH:4]=[C:3]([O:2][CH3:1])[C:14]([N+:15]([O-:17])=[O:16])=[CH:13][C:6]=2[NH:7][C:8](=[O:12])[CH2:9]1)(=[O:29])[CH3:28]. The yield is 0.600. (2) The reactants are Br[C:2]1[CH:3]=[C:4]2[C:9](=[CH:10][CH:11]=1)[N:8]([C:12](=[O:14])[CH3:13])[C@@H:7]([CH3:15])[CH2:6][NH:5]2.[CH3:16][S:17]([C:20]1[CH:25]=[CH:24][C:23](B(O)O)=[CH:22][CH:21]=1)(=[O:19])=[O:18].CC(C1C=C(C(C)C)C(C2C=CC=CC=2P(C2CCCCC2)C2CCCCC2)=C(C(C)C)C=1)C.C(=O)([O-])[O-].[Cs+].[Cs+]. The catalyst is O1CCOCC1.O.C1C=CC(/C=C/C(/C=C/C2C=CC=CC=2)=O)=CC=1.C1C=CC(/C=C/C(/C=C/C2C=CC=CC=2)=O)=CC=1.C1C=CC(/C=C/C(/C=C/C2C=CC=CC=2)=O)=CC=1.[Pd].[Pd]. The product is [CH3:15][C@H:7]1[CH2:6][NH:5][C:4]2[C:9](=[CH:10][CH:11]=[C:2]([C:23]3[CH:24]=[CH:25][C:20]([S:17]([CH3:16])(=[O:19])=[O:18])=[CH:21][CH:22]=3)[CH:3]=2)[N:8]1[C:12](=[O:14])[CH3:13]. The yield is 0.950. (3) The reactants are [F:1][C:2]([F:11])([F:10])[C:3]1[CH:8]=[CH:7][CH:6]=[CH:5][C:4]=1[OH:9].C1N2CN3CN(C2)CN1C3.FC(F)(F)[C:24](O)=[O:25]. No catalyst specified. The product is [OH:9][C:4]1[CH:5]=[CH:6][C:7]([CH:24]=[O:25])=[CH:8][C:3]=1[C:2]([F:10])([F:11])[F:1]. The yield is 0.360. (4) The reactants are [Br:1][C:2]1[CH:7]=[C:6]([Cl:8])[CH:5]=[CH:4][C:3]=1[OH:9].Cl[C:11]([F:16])([F:15])C([O-])=O.[Na+].C(=O)([O-])[O-].[Cs+].[Cs+].O. The catalyst is CN(C=O)C. The product is [Br:1][C:2]1[CH:7]=[C:6]([Cl:8])[CH:5]=[CH:4][C:3]=1[O:9][CH:11]([F:16])[F:15]. The yield is 0.480.